This data is from Catalyst prediction with 721,799 reactions and 888 catalyst types from USPTO. The task is: Predict which catalyst facilitates the given reaction. (1) Reactant: [F:1][C:2]1[CH:10]=[C:9]2[C:5]([C:6]([C:12]3[N:17]=[C:16]4[C:18]([C:21]([NH:23][CH2:24][C:25]5([OH:36])[CH2:28][N:27](C(OC(C)(C)C)=O)[CH2:26]5)=[O:22])=[CH:19][NH:20][C:15]4=[N:14][CH:13]=3)=[N:7][N:8]2[CH3:11])=[CH:4][CH:3]=1.[F:37][C:38]([F:43])([F:42])[C:39]([OH:41])=[O:40]. Product: [F:37][C:38]([F:43])([F:42])[C:39]([OH:41])=[O:40].[F:1][C:2]1[CH:10]=[C:9]2[C:5]([C:6]([C:12]3[N:17]=[C:16]4[C:18]([C:21]([NH:23][CH2:24][C:25]5([OH:36])[CH2:28][NH:27][CH2:26]5)=[O:22])=[CH:19][NH:20][C:15]4=[N:14][CH:13]=3)=[N:7][N:8]2[CH3:11])=[CH:4][CH:3]=1. The catalyst class is: 4. (2) The catalyst class is: 58. Product: [CH3:21][O:20][C:17]1([O:22][CH3:23])[CH2:18][C:10]([C:7]2[CH:6]=[CH:5][C:4]([O:3][C:2]([F:13])([F:14])[F:1])=[CH:9][CH:8]=2)([C:11]([NH2:12])=[O:27])[CH2:16]1. Reactant: [F:1][C:2]([F:14])([F:13])[O:3][C:4]1[CH:9]=[CH:8][C:7]([CH2:10][C:11]#[N:12])=[CH:6][CH:5]=1.Br[CH2:16][C:17]([O:22][CH3:23])([O:20][CH3:21])[CH2:18]Br.CC(C)([O-:27])C.[Na+]. (3) Reactant: C([O:3][C:4]([CH2:6][N:7]([C:31]1[CH:36]=[CH:35][CH:34]=[C:33]([CH2:37][N:38]2[CH2:43][CH2:42][CH2:41][CH2:40][CH2:39]2)[CH:32]=1)[C:8](=[O:30])[CH2:9][CH2:10][N:11]1[CH2:15][CH2:14][N:13]([CH2:16][C:17]2[CH:22]=[C:21]([CH3:23])[CH:20]=[C:19]([CH3:24])[CH:18]=2)[C:12]1=[C:25]([C:28]#[N:29])[C:26]#[N:27])=[O:5])C.[OH-].[Li+].CO. Product: [C:4]([CH2:6][N:7]([C:31]1[CH:36]=[CH:35][CH:34]=[C:33]([CH2:37][N:38]2[CH2:43][CH2:42][CH2:41][CH2:40][CH2:39]2)[CH:32]=1)[C:8](=[O:30])[CH2:9][CH2:10][N:11]1[CH2:15][CH2:14][N:13]([CH2:16][C:17]2[CH:18]=[C:19]([CH3:24])[CH:20]=[C:21]([CH3:23])[CH:22]=2)[C:12]1=[C:25]([C:26]#[N:27])[C:28]#[N:29])([OH:5])=[O:3]. The catalyst class is: 7.